From a dataset of Full USPTO retrosynthesis dataset with 1.9M reactions from patents (1976-2016). Predict the reactants needed to synthesize the given product. (1) Given the product [CH2:1]([O:3][Si:4]([O:8][CH2:9][CH3:10])([O:5][CH2:6][CH3:7])[CH2:22][CH2:21][CH:14]1[CH2:15][CH2:16][CH2:17][CH2:18][C:13]1([CH:11]=[CH2:12])[CH:30]=[CH2:35])[CH3:2], predict the reactants needed to synthesize it. The reactants are: [CH2:1]([O:3][SiH:4]([O:8][CH2:9][CH3:10])[O:5][CH2:6][CH3:7])[CH3:2].[CH:11]([CH:13]1[CH2:18][CH2:17][CH:16](C=C)[CH2:15][CH:14]1[CH:21]=[CH2:22])=[CH2:12].CO[SiH](OC)OC.[C:30]1(C)C(C)=CC=C[CH:35]=1. (2) Given the product [CH3:8][C:4]1[CH:5]=[CH:6][CH:7]=[C:2]([CH3:1])[C:3]=1[NH:9][C:10]1[C:18]2[C:13](=[CH:14][C:15]([NH:19][C:20]3[CH:21]=[CH:22][CH:23]=[CH:24][CH:25]=3)=[CH:16][CH:17]=2)[N:12]([CH2:26][C:27]([N:56]2[CH2:57][CH2:58][N:53]([CH3:52])[CH2:54][CH2:55]2)=[O:28])[N:11]=1, predict the reactants needed to synthesize it. The reactants are: [CH3:1][C:2]1[CH:7]=[CH:6][CH:5]=[C:4]([CH3:8])[C:3]=1[NH:9][C:10]1[C:18]2[C:13](=[CH:14][C:15]([NH:19][C:20]3[CH:25]=[CH:24][CH:23]=[CH:22][CH:21]=3)=[CH:16][CH:17]=2)[N:12]([CH2:26][C:27](O)=[O:28])[N:11]=1.CCN(CC)CC.C1N(P(Cl)(N2C(=O)OCC2)=O)C(=O)OC1.[CH3:52][N:53]1[CH2:58][CH2:57][NH:56][CH2:55][CH2:54]1.